Dataset: Full USPTO retrosynthesis dataset with 1.9M reactions from patents (1976-2016). Task: Predict the reactants needed to synthesize the given product. (1) The reactants are: [C:1]([CH:3]([C:8]1[CH:13]=[CH:12][C:11]([O:14][CH2:15][C:16]2[CH:21]=[CH:20][C:19]([O:22][CH2:23]/[C:24](/[C:28]3[CH:33]=[CH:32][CH:31]=[C:30]([F:34])[CH:29]=3)=[N:25]\[O:26][CH3:27])=[CH:18][CH:17]=2)=[CH:10][CH:9]=1)[CH2:4][C:5]([OH:7])=[O:6])#[N:2].[OH-].[Na+:36]. Given the product [C:1]([CH:3]([C:8]1[CH:9]=[CH:10][C:11]([O:14][CH2:15][C:16]2[CH:21]=[CH:20][C:19]([O:22][CH2:23]/[C:24](/[C:28]3[CH:33]=[CH:32][CH:31]=[C:30]([F:34])[CH:29]=3)=[N:25]\[O:26][CH3:27])=[CH:18][CH:17]=2)=[CH:12][CH:13]=1)[CH2:4][C:5]([O-:7])=[O:6])#[N:2].[Na+:36], predict the reactants needed to synthesize it. (2) Given the product [N:28]1([C:32]([C:34]2[CH:35]=[C:36]([Cl:41])[C:37]([O:7][C:8]3[CH:9]=[C:10]([CH:21]=[C:22]([O:24][CH:25]([CH3:27])[CH3:26])[CH:23]=3)[C:11]([NH:13][C:14]3[CH:19]=[N:18][C:17]([CH3:20])=[CH:16][N:15]=3)=[O:12])=[N:38][CH:39]=2)=[O:33])[CH2:31][CH2:30][CH2:29]1, predict the reactants needed to synthesize it. The reactants are: C(=O)([O-])[O-].[Cs+].[Cs+].[OH:7][C:8]1[CH:9]=[C:10]([CH:21]=[C:22]([O:24][CH:25]([CH3:27])[CH3:26])[CH:23]=1)[C:11]([NH:13][C:14]1[CH:19]=[N:18][C:17]([CH3:20])=[CH:16][N:15]=1)=[O:12].[N:28]1([C:32]([C:34]2[CH:35]=[C:36]([Cl:41])[C:37](Cl)=[N:38][CH:39]=2)=[O:33])[CH2:31][CH2:30][CH2:29]1. (3) The reactants are: [OH:1][C:2]1[CH:9]=[CH:8][C:5]([C:6]#[N:7])=[CH:4][CH:3]=1.C(=O)([O-])[O-].[Cs+].[Cs+].CC(N(C)C)=O.Br[C:23]1[S:27][C:26]([CH:28]=[O:29])=[CH:25][CH:24]=1. Given the product [CH:28]([C:26]1[S:27][C:23]([O:1][C:2]2[CH:9]=[CH:8][C:5]([C:6]#[N:7])=[CH:4][CH:3]=2)=[CH:24][CH:25]=1)=[O:29], predict the reactants needed to synthesize it.